Dataset: Catalyst prediction with 721,799 reactions and 888 catalyst types from USPTO. Task: Predict which catalyst facilitates the given reaction. The catalyst class is: 6. Reactant: Cl.Cl.[NH:3]1[C:11]2[C:6](=[CH:7][C:8]([C:12]3[C:20]4[C:19]([NH2:21])=[N:18][CH:17]=[N:16][C:15]=4[N:14]([CH3:22])[CH:13]=3)=[CH:9][CH:10]=2)[CH2:5][CH2:4]1.[F:23][C:24]1[CH:29]=[CH:28][C:27]([CH2:30][C:31](O)=[O:32])=[CH:26][C:25]=1[C:34]([F:37])([F:36])[F:35].CN(C(ON1N=NC2C=CC=NC1=2)=[N+](C)C)C.F[P-](F)(F)(F)(F)F.CCN(C(C)C)C(C)C. Product: [F:23][C:24]1[CH:29]=[CH:28][C:27]([CH2:30][C:31]([N:3]2[C:11]3[C:6](=[CH:7][C:8]([C:12]4[C:20]5[C:19]([NH2:21])=[N:18][CH:17]=[N:16][C:15]=5[N:14]([CH3:22])[CH:13]=4)=[CH:9][CH:10]=3)[CH2:5][CH2:4]2)=[O:32])=[CH:26][C:25]=1[C:34]([F:35])([F:36])[F:37].